This data is from Full USPTO retrosynthesis dataset with 1.9M reactions from patents (1976-2016). The task is: Predict the reactants needed to synthesize the given product. (1) Given the product [OH:1][CH2:27][CH2:28][C@H:29]([OH:35])[C:30]([CH3:34])([CH3:33])[C:31]#[N:32], predict the reactants needed to synthesize it. The reactants are: [OH2:1].[F-].C([N+](CCCC)(CCCC)CCCC)CCC.[Si]([CH2:27][CH2:28][C@H:29]([OH:35])[C:30]([CH3:34])([CH3:33])[C:31]#[N:32])(C(C)(C)C)(C)C. (2) Given the product [CH:37]1([C:35]([NH:34][C:32]2[N:33]=[C:28]3[CH:27]=[CH:26][C:25]([O:24][C:23]4[CH:40]=[CH:41][C:20]([NH:19][C:15]([C:11]5[C:10](=[O:18])[N:9]([C:3]6[C:4]([CH3:8])=[CH:5][CH:6]=[CH:7][C:2]=6[CH3:1])[CH:14]=[CH:13][CH:12]=5)=[O:17])=[CH:21][C:22]=4[F:42])=[CH:30][N:29]3[CH:31]=2)=[O:36])[CH2:38][CH2:39]1, predict the reactants needed to synthesize it. The reactants are: [CH3:1][C:2]1[CH:7]=[CH:6][CH:5]=[C:4]([CH3:8])[C:3]=1[N:9]1[CH:14]=[CH:13][CH:12]=[C:11]([C:15]([OH:17])=O)[C:10]1=[O:18].[NH2:19][C:20]1[CH:41]=[CH:40][C:23]([O:24][C:25]2[CH:26]=[CH:27][C:28]3[N:29]([CH:31]=[C:32]([NH:34][C:35]([CH:37]4[CH2:39][CH2:38]4)=[O:36])[N:33]=3)[CH:30]=2)=[C:22]([F:42])[CH:21]=1.CN(C(ON1N=NC2C=CC=NC1=2)=[N+](C)C)C.F[P-](F)(F)(F)(F)F.C(N(CC)C(C)C)(C)C. (3) The reactants are: [I:1][C:2]1[NH:6][N:5]=[CH:4][C:3]=1[C:7]1[CH:12]=[CH:11][N:10]=[C:9]([S:13][CH3:14])[N:8]=1.Br[C:16]([CH3:22])([CH3:21])[C:17]([O:19][CH3:20])=[O:18].C(=O)([O-])[O-].[K+].[K+]. Given the product [I:1][C:2]1[C:3]([C:7]2[CH:12]=[CH:11][N:10]=[C:9]([S:13][CH3:14])[N:8]=2)=[CH:4][N:5]([C:16]([CH3:22])([CH3:21])[C:17]([O:19][CH3:20])=[O:18])[N:6]=1, predict the reactants needed to synthesize it. (4) Given the product [N:13]1[C:22]2[C:17](=[CH:18][CH:19]=[CH:20][CH:21]=2)[CH:16]=[CH:15][C:14]=1[N:23]1[CH2:24][CH2:25][N:26]([CH2:29][CH2:30][CH2:31][CH2:32][NH:33][C:10]([C:2]2[N:1]=[C:5]3[N:6]=[CH:7][CH:8]=[CH:9][N:4]3[CH:3]=2)=[O:12])[CH2:27][CH2:28]1, predict the reactants needed to synthesize it. The reactants are: [N:1]1[C:2]([C:10]([OH:12])=O)=[CH:3][N:4]2[CH:9]=[CH:8][CH:7]=[N:6][C:5]=12.[N:13]1[C:22]2[C:17](=[CH:18][CH:19]=[CH:20][CH:21]=2)[CH:16]=[CH:15][C:14]=1[N:23]1[CH2:28][CH2:27][N:26]([CH2:29][CH2:30][CH2:31][CH2:32][NH2:33])[CH2:25][CH2:24]1. (5) Given the product [Br:22][C:23]1[CH:24]=[C:25]([CH:26]([C:14]2[S:15][C:16]3[CH:21]=[CH:20][CH:19]=[CH:18][C:17]=3[C:13]=2[CH3:12])[OH:27])[CH:28]=[CH:29][CH:30]=1, predict the reactants needed to synthesize it. The reactants are: CCCCCC.C([Li])CCC.[CH3:12][C:13]1[C:17]2[CH:18]=[CH:19][CH:20]=[CH:21][C:16]=2[S:15][CH:14]=1.[Br:22][C:23]1[CH:24]=[C:25]([CH:28]=[CH:29][CH:30]=1)[CH:26]=[O:27]. (6) Given the product [C:1]([O:5][C:6]([N:8]1[CH2:11][C:10]([O:13][C:27]2[CH:28]=[C:17]([Br:16])[CH:18]=[CH:19][C:20]=2[CH:21]=[O:32])([CH3:12])[CH2:9]1)=[O:7])([CH3:4])([CH3:2])[CH3:3], predict the reactants needed to synthesize it. The reactants are: [C:1]([O:5][C:6]([N:8]1[CH2:11][C:10]([OH:13])([CH3:12])[CH2:9]1)=[O:7])([CH3:4])([CH3:3])[CH3:2].[H-].[Na+].[Br:16][C:17]1[CH:28]=[CH:27][C:20]([CH:21]=NC(C)(C)C)=[C:19](F)[CH:18]=1.CS(C)=[O:32]. (7) Given the product [CH:25]1([N:4]([CH:1]2[CH2:2][CH2:3]2)[C:5]([C:7]2[N:22]([CH2:23][CH3:24])[C:10]3=[N:11][C:12]([NH:19][C:20]([NH:33][C:34]4[N:38]([CH3:39])[N:37]=[C:36]([CH3:40])[CH:35]=4)=[S:21])=[C:13]4[N:17]=[CH:16][N:15]([CH3:18])[C:14]4=[C:9]3[CH:8]=2)=[O:6])[CH2:26][CH2:27]1, predict the reactants needed to synthesize it. The reactants are: [CH:1]1([N:4]([CH:25]2[CH2:27][CH2:26]2)[C:5]([C:7]2[N:22]([CH2:23][CH3:24])[C:10]3=[N:11][C:12]([N:19]=[C:20]=[S:21])=[C:13]4[N:17]=[CH:16][N:15]([CH3:18])[C:14]4=[C:9]3[CH:8]=2)=[O:6])[CH2:3][CH2:2]1.C1COCC1.[NH2:33][C:34]1[N:38]([CH3:39])[N:37]=[C:36]([CH3:40])[CH:35]=1.[H-].[Na+]. (8) Given the product [CH:11]1([NH:14][CH2:9][C:7]2[CH:6]=[CH:5][CH:4]=[C:3]([O:2][CH3:1])[N:8]=2)[CH2:13][CH2:12]1, predict the reactants needed to synthesize it. The reactants are: [CH3:1][O:2][C:3]1[N:8]=[C:7]([CH:9]=O)[CH:6]=[CH:5][CH:4]=1.[CH:11]1([NH2:14])[CH2:13][CH2:12]1.